This data is from Forward reaction prediction with 1.9M reactions from USPTO patents (1976-2016). The task is: Predict the product of the given reaction. (1) The product is: [F:1][C:2]1[CH:7]=[CH:6][C:5]([C:8]2[NH:12][C:11]([CH2:13][OH:14])=[N:10][C:9]=2[C:15]2[CH:20]=[CH:19][C:18]([S:21][CH3:22])=[CH:17][CH:16]=2)=[CH:4][CH:3]=1. Given the reactants [F:1][C:2]1[CH:7]=[CH:6][C:5]([C:8]2[NH:12][C:11]([CH:13]=[O:14])=[N:10][C:9]=2[C:15]2[CH:20]=[CH:19][C:18]([S:21][CH3:22])=[CH:17][CH:16]=2)=[CH:4][CH:3]=1.[BH4-].[Na+].Cl.C([O-])(O)=O.[Na+], predict the reaction product. (2) Given the reactants [Br:1][C:2]1[CH:18]=[CH:17][C:5]([CH2:6][N:7]2[CH2:11][C:10](=O)[N:9]=[C:8]2[CH2:13][CH2:14][CH2:15][CH3:16])=[CH:4][CH:3]=1.P(Cl)(Cl)([Cl:21])=O.[OH-].[Na+].CN(C)[CH:28]=[O:29], predict the reaction product. The product is: [Br:1][C:2]1[CH:18]=[CH:17][C:5]([CH2:6][N:7]2[C:11]([CH:28]=[O:29])=[C:10]([Cl:21])[N:9]=[C:8]2[CH2:13][CH2:14][CH2:15][CH3:16])=[CH:4][CH:3]=1. (3) Given the reactants [CH2:1]([O:8][C:9]1[CH:14]=[CH:13][C:12](B(O)O)=[C:11]([F:18])[CH:10]=1)[C:2]1[CH:7]=[CH:6][CH:5]=[CH:4][CH:3]=1.Br[C:20]1[N:21]=[CH:22][C:23]([C:26]([O:28][CH3:29])=[O:27])=[N:24][CH:25]=1.C([O-])([O-])=O.[Cs+].[Cs+], predict the reaction product. The product is: [CH2:1]([O:8][C:9]1[CH:14]=[CH:13][C:12]([C:20]2[N:21]=[CH:22][C:23]([C:26]([O:28][CH3:29])=[O:27])=[N:24][CH:25]=2)=[C:11]([F:18])[CH:10]=1)[C:2]1[CH:7]=[CH:6][CH:5]=[CH:4][CH:3]=1. (4) Given the reactants C(O[C:6](=[O:31])[NH:7][C:8]([C:11](=[O:30])[NH:12][C:13]1[CH:18]=[CH:17][C:16]([C:19]2[CH:24]=[CH:23][CH:22]=[CH:21][C:20]=2[S:25]([CH3:28])(=[O:27])=[O:26])=[CH:15][C:14]=1[F:29])([CH3:10])[CH3:9])(C)(C)C.C(O)(C(F)(F)F)=O.C(N(CC)CC)C.[Cl:46][C:47]1[CH:52]=[CH:51][C:50]([N:53]=C=O)=[CH:49][CH:48]=1, predict the reaction product. The product is: [Cl:46][C:47]1[CH:52]=[CH:51][C:50]([NH:53][C:6](=[O:31])[NH:7][C:8]([CH3:10])([CH3:9])[C:11]([NH:12][C:13]2[CH:18]=[CH:17][C:16]([C:19]3[CH:24]=[CH:23][CH:22]=[CH:21][C:20]=3[S:25]([CH3:28])(=[O:26])=[O:27])=[CH:15][C:14]=2[F:29])=[O:30])=[CH:49][CH:48]=1. (5) Given the reactants [CH3:1][N:2]([CH3:13])[CH2:3][CH2:4][NH:5][C:6]1[C:11]([NH2:12])=[CH:10][CH:9]=[CH:8][N:7]=1.[C:14](N1C=CN=C1)(N1C=CN=C1)=[O:15], predict the reaction product. The product is: [CH3:1][N:2]([CH3:13])[CH2:3][CH2:4][N:5]1[C:6]2=[N:7][CH:8]=[CH:9][CH:10]=[C:11]2[NH:12][C:14]1=[O:15]. (6) Given the reactants ClC(OC1C=CC([N+]([O-])=O)=CC=1)=[O:3].[O:14]=[C:15]1[N:20]([C:21]2[CH:26]=[CH:25][CH:24]=[C:23]([C:27]([F:30])([F:29])[F:28])[CH:22]=2)[C:19]2[CH2:31][CH2:32][C:33](=[O:34])[C:18]=2[CH:17]([C:35]2[CH:42]=[CH:41][C:38]([C:39]#[N:40])=[CH:37][C:36]=2[F:43])[NH:16]1.[CH:44]([N:47]([CH2:51]C)C(C)C)(C)C.CN, predict the reaction product. The product is: [C:39]([C:38]1[CH:41]=[CH:42][C:35]([CH:17]2[N:16]([C:51]([NH:47][CH3:44])=[O:3])[C:15](=[O:14])[N:20]([C:21]3[CH:26]=[CH:25][CH:24]=[C:23]([C:27]([F:28])([F:29])[F:30])[CH:22]=3)[C:19]3[CH2:31][CH2:32][C:33](=[O:34])[C:18]2=3)=[C:36]([F:43])[CH:37]=1)#[N:40]. (7) Given the reactants [Cl:1][C:2]1[N:10]=[C:9]2[C:5]([N:6]=[C:7]([C:17](=[O:19])[CH3:18])[N:8]2[CH:11]2[CH2:16][CH2:15][CH2:14][CH2:13][O:12]2)=[C:4]([N:20]2[CH2:25][CH2:24][O:23][CH2:22][CH2:21]2)[N:3]=1.[BH4-].[Na+], predict the reaction product. The product is: [Cl:1][C:2]1[N:10]=[C:9]2[C:5]([N:6]=[C:7]([CH:17]([OH:19])[CH3:18])[N:8]2[CH:11]2[CH2:16][CH2:15][CH2:14][CH2:13][O:12]2)=[C:4]([N:20]2[CH2:25][CH2:24][O:23][CH2:22][CH2:21]2)[N:3]=1. (8) Given the reactants Cl.[CH:2]1([CH:5]2[CH2:10][S:9](=[O:12])(=[O:11])[CH2:8][CH2:7][NH:6]2)[CH2:4][CH2:3]1.C([O-])(O)=O.[Na+], predict the reaction product. The product is: [CH:2]1([CH:5]2[CH2:10][S:9](=[O:11])(=[O:12])[CH2:8][CH2:7][NH:6]2)[CH2:4][CH2:3]1. (9) Given the reactants [OH:1][C@H:2]1[C@@H:5]([C:6]2[CH:11]=[CH:10][CH:9]=[CH:8][CH:7]=2)[NH:4][C:3]1=[O:12].[CH:13]([O:15][CH2:16][CH3:17])=[CH2:14].CS(O)(=O)=O, predict the reaction product. The product is: [CH2:13]([O:15][CH:16]([O:1][C@H:2]1[C@@H:5]([C:6]2[CH:11]=[CH:10][CH:9]=[CH:8][CH:7]=2)[NH:4][C:3]1=[O:12])[CH3:17])[CH3:14].